This data is from Peptide-MHC class II binding affinity with 134,281 pairs from IEDB. The task is: Regression. Given a peptide amino acid sequence and an MHC pseudo amino acid sequence, predict their binding affinity value. This is MHC class II binding data. (1) The peptide sequence is EFPHSNGEIEDVQTD. The MHC is DRB1_0701 with pseudo-sequence DRB1_0701. The binding affinity (normalized) is 0. (2) The peptide sequence is RNITGTSSTPEAVSL. The MHC is DRB1_1602 with pseudo-sequence DRB1_1602. The binding affinity (normalized) is 0.0949. (3) The peptide sequence is VVVHITDDNEEPIAA. The MHC is HLA-DPA10201-DPB10101 with pseudo-sequence HLA-DPA10201-DPB10101. The binding affinity (normalized) is 0.0665. (4) The binding affinity (normalized) is 0.301. The MHC is DRB1_1501 with pseudo-sequence DRB1_1501. The peptide sequence is LMAFTAAVTS. (5) The peptide sequence is LKLREVYTQLCDHRL. The MHC is DRB5_0101 with pseudo-sequence DRB5_0101. The binding affinity (normalized) is 0.337. (6) The peptide sequence is KGSNEKHLAVLVKYE. The MHC is HLA-DQA10102-DQB10602 with pseudo-sequence HLA-DQA10102-DQB10602. The binding affinity (normalized) is 0.244. (7) The peptide sequence is PQPQLPYPQPQLPY. The MHC is HLA-DQA10101-DQB10501 with pseudo-sequence HLA-DQA10101-DQB10501. The binding affinity (normalized) is 0.264.